From a dataset of Catalyst prediction with 721,799 reactions and 888 catalyst types from USPTO. Predict which catalyst facilitates the given reaction. (1) Reactant: [CH3:1][O:2][C:3]1[CH:8]=[CH:7][C:6]([NH:9][C:10]([N:12]2[CH2:18][C:17]3[CH:19]=[CH:20][C:21]([C:23]([O:25]C)=O)=[CH:22][C:16]=3[O:15][CH2:14][CH2:13]2)=[O:11])=[CH:5][CH:4]=1.[NH2:27][OH:28].[OH-].[Na+]. Product: [OH:28][NH:27][C:23]([C:21]1[CH:20]=[CH:19][C:17]2[CH2:18][N:12]([C:10]([NH:9][C:6]3[CH:5]=[CH:4][C:3]([O:2][CH3:1])=[CH:8][CH:7]=3)=[O:11])[CH2:13][CH2:14][O:15][C:16]=2[CH:22]=1)=[O:25]. The catalyst class is: 36. (2) Reactant: [H-].[Na+].[C:3]1([CH2:9][C:10]#[N:11])[CH:8]=[CH:7][CH:6]=[CH:5][CH:4]=1.Br[CH2:13][CH2:14][CH2:15][CH2:16][CH3:17]. Product: [C:3]1([CH:9]([CH2:13][CH2:14][CH2:15][CH2:16][CH3:17])[C:10]#[N:11])[CH:8]=[CH:7][CH:6]=[CH:5][CH:4]=1. The catalyst class is: 3. (3) Reactant: Cl[C:2]([O:4][CH:5]([CH3:7])[CH3:6])=[O:3].N1C=CC=CC=1.[CH2:14]([OH:17])[CH2:15][OH:16]. Product: [C:2](=[O:3])([O:4][CH:5]([CH3:7])[CH3:6])[O:16][CH2:15][CH2:14][OH:17]. The catalyst class is: 2. (4) Reactant: [CH3:1][O:2][CH2:3][C:4](Cl)=[O:5].[OH:7][N:8]1[C:12](=[O:13])[CH2:11][CH2:10][C:9]1=[O:14].C([O-])(O)=O.[Na+]. Product: [CH3:1][O:2][CH2:3][C:4]([O:7][N:8]1[C:12](=[O:13])[CH2:11][CH2:10][C:9]1=[O:14])=[O:5]. The catalyst class is: 4. (5) Reactant: C(OC(=O)[N:7]([S:13]([C:16]1[CH:21]=[C:20]([Cl:22])[C:19]([O:23][C:24]2[CH:29]=[CH:28][C:27]([C:30]([F:33])([F:32])[F:31])=[CH:26][C:25]=2[C:34]2[C:35]([N+:45]([O-])=O)=[N:36][N:37](C3CCCCO3)[CH:38]=2)=[CH:18][C:17]=1[F:48])(=[O:15])=[O:14])[C:8]1[N:9]=[CH:10][S:11][CH:12]=1)(C)(C)C.[Cl-].[NH4+]. Product: [NH2:45][C:35]1[C:34]([C:25]2[CH:26]=[C:27]([C:30]([F:32])([F:33])[F:31])[CH:28]=[CH:29][C:24]=2[O:23][C:19]2[C:20]([Cl:22])=[CH:21][C:16]([S:13]([NH:7][C:8]3[N:9]=[CH:10][S:11][CH:12]=3)(=[O:15])=[O:14])=[C:17]([F:48])[CH:18]=2)=[CH:38][NH:37][N:36]=1. The catalyst class is: 186. (6) Reactant: [C:1]([O:5][C:6]([NH:8][CH2:9][C:10]([C:13]1[CH:14]=[C:15]([C:18]([O:20]C)=[O:19])[NH:16][CH:17]=1)([CH3:12])[CH3:11])=[O:7])([CH3:4])([CH3:3])[CH3:2].[OH-].[Na+].C(OCC)(=O)C.Cl. Product: [C:1]([O:5][C:6]([NH:8][CH2:9][C:10]([C:13]1[CH:14]=[C:15]([C:18]([OH:20])=[O:19])[NH:16][CH:17]=1)([CH3:12])[CH3:11])=[O:7])([CH3:2])([CH3:3])[CH3:4]. The catalyst class is: 10. (7) Reactant: C(OC([NH:8][C@@H:9]([CH2:13][CH2:14][N:15]([CH3:17])[CH3:16])[C:10]([NH2:12])=[O:11])=O)(C)(C)C.[O-]S(C(F)(F)F)(=O)=O.[Sn+2].[O-]S(C(F)(F)F)(=O)=O. Product: [NH2:8][C@@H:9]([CH2:13][CH2:14][N:15]([CH3:17])[CH3:16])[C:10]([NH2:12])=[O:11]. The catalyst class is: 4.